Dataset: Full USPTO retrosynthesis dataset with 1.9M reactions from patents (1976-2016). Task: Predict the reactants needed to synthesize the given product. Given the product [Cl:14][C:12]1[C:13]2[N:8]([C:7]([CH:15]3[CH2:19][CH2:18][O:17][CH2:16]3)=[CH:6][C:5]=2[C:3]([NH:20][CH2:21][C@@:22]2([OH:29])[CH2:27][CH2:26][CH2:25][C@@H:24]([CH3:28])[CH2:23]2)=[O:4])[CH:9]=[CH:10][CH:11]=1, predict the reactants needed to synthesize it. The reactants are: CO[C:3]([C:5]1[CH:6]=[C:7]([CH:15]2[CH2:19][CH2:18][O:17][CH2:16]2)[N:8]2[C:13]=1[C:12]([Cl:14])=[CH:11][CH:10]=[CH:9]2)=[O:4].[NH2:20][CH2:21][C@@:22]1([OH:29])[CH2:27][CH2:26][CH2:25][C@@H:24]([CH3:28])[CH2:23]1.N12CCN(CC1)CC2.C[Al](C)C.